This data is from Reaction yield outcomes from USPTO patents with 853,638 reactions. The task is: Predict the reaction yield, written as a fraction of the theoretical maximum amount of product (1.0 means a 100% yield; for example, 0.34 means a 34% yield). (1) The reactants are [C:1]([O:5][C:6](=[O:61])[CH2:7][CH2:8][CH2:9][CH2:10][CH2:11][CH2:12][CH2:13][CH2:14][CH2:15][CH2:16][CH2:17][CH2:18][CH2:19][CH2:20][CH2:21][CH2:22][CH2:23][CH2:24][C:25](=[O:60])[NH:26][C@H:27]([C:53]([O:55][C:56]([CH3:59])([CH3:58])[CH3:57])=[O:54])[CH2:28][CH2:29][C:30](=[O:52])[NH:31][CH2:32][CH2:33][O:34][CH2:35][CH2:36][O:37][CH2:38][C:39](=[O:51])[NH:40][CH2:41][CH2:42][O:43][CH2:44][CH2:45][O:46][CH2:47][C:48]([OH:50])=[O:49])([CH3:4])([CH3:3])[CH3:2].[B-](F)(F)(F)F.CN(C(O[N:75]1[C:80](=[O:81])[CH2:79][CH2:78][C:76]1=[O:77])=[N+](C)C)C.CCN(C(C)C)C(C)C. The catalyst is C(#N)C. The product is [C:1]([O:5][C:6](=[O:61])[CH2:7][CH2:8][CH2:9][CH2:10][CH2:11][CH2:12][CH2:13][CH2:14][CH2:15][CH2:16][CH2:17][CH2:18][CH2:19][CH2:20][CH2:21][CH2:22][CH2:23][CH2:24][C:25](=[O:60])[NH:26][C@H:27]([C:53]([O:55][C:56]([CH3:59])([CH3:58])[CH3:57])=[O:54])[CH2:28][CH2:29][C:30](=[O:52])[NH:31][CH2:32][CH2:33][O:34][CH2:35][CH2:36][O:37][CH2:38][C:39](=[O:51])[NH:40][CH2:41][CH2:42][O:43][CH2:44][CH2:45][O:46][CH2:47][C:48]([O:50][N:75]1[C:80](=[O:81])[CH2:79][CH2:78][C:76]1=[O:77])=[O:49])([CH3:4])([CH3:2])[CH3:3]. The yield is 0.990. (2) The reactants are O[CH2:2][C:3]1[CH:12]=[N:11][C:10]2[N:9]3[CH2:13][CH2:14][CH2:15][C@H:8]3[C:7](=[O:16])[NH:6][C:5]=2[CH:4]=1.[F:17][C:18]1[CH:23]=[C:22]([F:24])[CH:21]=[CH:20][C:19]=1[N:25]1[CH2:30][CH2:29][NH:28][CH2:27][CH2:26]1.[I-].C(C[P+](C)(C)C)#N.C(N(CC)C(C)C)(C)C. The catalyst is C(#N)CC.CS(C)=O. The product is [F:17][C:18]1[CH:23]=[C:22]([F:24])[CH:21]=[CH:20][C:19]=1[N:25]1[CH2:26][CH2:27][N:28]([CH2:2][C:3]2[CH:12]=[N:11][C:10]3[N:9]4[CH2:13][CH2:14][CH2:15][C@H:8]4[C:7](=[O:16])[NH:6][C:5]=3[CH:4]=2)[CH2:29][CH2:30]1. The yield is 0.231.